Task: Predict the product of the given reaction.. Dataset: Forward reaction prediction with 1.9M reactions from USPTO patents (1976-2016) (1) Given the reactants [C:1]([C:3]([C:9]#[N:10])=[C:4]([C:7]#[N:8])[C:5]#[N:6])#[N:2].[BrH:11], predict the reaction product. The product is: [NH2:2][C:1]1[NH:6][C:5]([Br:11])=[C:4]([C:7]#[N:8])[C:3]=1[C:9]#[N:10]. (2) Given the reactants Cl[C:2]1[N:6]([CH3:7])[N:5]=[CH:4][C:3]=1[C:8]1[N:9]=[N:10][N:11]([CH3:13])[N:12]=1.[SH-:14].[Na+].Cl, predict the reaction product. The product is: [CH3:7][N:6]1[C:2]([SH:14])=[C:3]([C:8]2[N:9]=[N:10][N:11]([CH3:13])[N:12]=2)[CH:4]=[N:5]1.[CH3:7][N:6]1[C:2]([S:14][S:14][C:2]2[N:6]([CH3:7])[N:5]=[CH:4][C:3]=2[C:8]2[N:9]=[N:10][N:11]([CH3:13])[N:12]=2)=[C:3]([C:8]2[N:9]=[N:10][N:11]([CH3:13])[N:12]=2)[CH:4]=[N:5]1. (3) The product is: [C:13]1([C:18]2[CH:23]=[CH:22][CH:21]=[CH:20][CH:19]=2)[CH:14]=[CH:15][CH:16]=[CH:17][C:12]=1[CH2:10][NH:9][C:5]1[CH:6]=[CH:7][CH:8]=[C:3]([O:2][CH3:1])[CH:4]=1. Given the reactants [CH3:1][O:2][C:3]1[CH:4]=[C:5]([NH:9][C:10]([C:12]2[C:13]([C:18]3[CH:23]=[CH:22][CH:21]=[CH:20][CH:19]=3)=[CH:14][CH:15]=[CH:16][CH:17]=2)=O)[CH:6]=[CH:7][CH:8]=1.C(=O)([O-])[O-].[K+].[K+], predict the reaction product. (4) The product is: [F:1][C:2]1[CH:30]=[CH:29][C:5]([NH:6][C:7]2[CH:19]=[C:18]([C:20]3[CH:28]=[CH:27][CH:26]=[C:25]4[C:21]=3[CH:22]=[CH:23][NH:24]4)[CH:17]=[CH:16][C:8]=2[C:9]([OH:11])=[O:10])=[CH:4][CH:3]=1. Given the reactants [F:1][C:2]1[CH:30]=[CH:29][C:5]([NH:6][C:7]2[CH:19]=[C:18]([C:20]3[CH:28]=[CH:27][CH:26]=[C:25]4[C:21]=3[CH:22]=[CH:23][NH:24]4)[CH:17]=[CH:16][C:8]=2[C:9]([O:11]C(C)(C)C)=[O:10])=[CH:4][CH:3]=1.CO.O1CCOCC1.[OH-].[Na+], predict the reaction product. (5) Given the reactants [F:1][C:2]1[CH:7]=[C:6]([S:8][CH3:9])[CH:5]=[CH:4][C:3]=1[NH2:10].[Li+].C[Si]([N-][Si](C)(C)C)(C)C.C[O:22][CH:23](OC)[C:24]1[C:25](F)=[C:26]([CH:30]=[CH:31][C:32]=1[F:33])[C:27]([OH:29])=[O:28], predict the reaction product. The product is: [F:33][C:32]1[CH:31]=[CH:30][C:26]([C:27]([OH:29])=[O:28])=[C:25]([NH:10][C:3]2[CH:4]=[CH:5][C:6]([S:8][CH3:9])=[CH:7][C:2]=2[F:1])[C:24]=1[CH:23]=[O:22]. (6) The product is: [C:1]([NH:4][C:5]1[CH:6]=[CH:7][CH:8]=[C:9]2[C:13]=1[C:12](=[O:14])[N:11]([CH:15]([C:20]1[CH:25]=[CH:24][C:23]([O:26][CH:27]([F:29])[F:28])=[C:22]([O:30][CH2:31][CH3:32])[CH:21]=1)[CH2:16][C:17]([N:35]([CH3:36])[CH3:34])=[O:18])[CH2:10]2)(=[O:3])[CH3:2]. Given the reactants [C:1]([NH:4][C:5]1[CH:6]=[CH:7][CH:8]=[C:9]2[C:13]=1[C:12](=[O:14])[N:11]([CH:15]([C:20]1[CH:25]=[CH:24][C:23]([O:26][CH:27]([F:29])[F:28])=[C:22]([O:30][CH2:31][CH3:32])[CH:21]=1)[CH2:16][C:17](O)=[O:18])[CH2:10]2)(=[O:3])[CH3:2].C1N=[CH:36][N:35](C(N2C=NC=C2)=O)[CH:34]=1.CNC, predict the reaction product. (7) Given the reactants [OH:1][C:2]1[CH:7]=[CH:6][N:5]([C:8]2[CH:9]=[C:10]3[C:14](=[CH:15][CH:16]=2)[N:13]([CH2:17][CH2:18][N:19]2[CH2:23][CH2:22][CH2:21][CH2:20]2)[N:12]=[CH:11]3)[C:4](=[O:24])[CH:3]=1.[H-].[Na+].[F:27][C:28]([F:38])([F:37])[C:29]1[CH:36]=[CH:35][C:32]([CH2:33]Br)=[CH:31][CH:30]=1, predict the reaction product. The product is: [N:19]1([CH2:18][CH2:17][N:13]2[C:14]3[C:10](=[CH:9][C:8]([N:5]4[CH:6]=[CH:7][C:2]([O:1][CH2:33][C:32]5[CH:31]=[CH:30][C:29]([C:28]([F:27])([F:37])[F:38])=[CH:36][CH:35]=5)=[CH:3][C:4]4=[O:24])=[CH:16][CH:15]=3)[CH:11]=[N:12]2)[CH2:23][CH2:22][CH2:21][CH2:20]1. (8) Given the reactants [NH2:1][C:2]1[N:6]([C:7]2C=CC=CC=2)[N:5]=[CH:4][C:3]=1[C:13]([NH2:15])=[O:14].C(O[C:21]([NH:23][CH:24]([CH3:30])[C:25](OCC)=O)=O)(C)(C)C.[C:31](OC(NCC(OCC)=O)=O)(C)(C)[CH3:32], predict the reaction product. The product is: [CH3:7][N:6]1[C:2]2[N:1]=[C:30]3[CH:24]([CH3:25])[N:23]([CH3:21])[CH2:32][CH2:31][N:15]3[C:13](=[O:14])[C:3]=2[CH:4]=[N:5]1. (9) Given the reactants [CH3:1][C:2]1[S:6][C:5]([NH2:7])=[N:4][CH:3]=1.[C:8](OC)(=[O:14])[CH2:9][C:10](OC)=[O:11], predict the reaction product. The product is: [OH:14][C:8]1[N:7]=[C:5]2[S:6][C:2]([CH3:1])=[CH:3][N:4]2[C:10](=[O:11])[CH:9]=1.